From a dataset of Forward reaction prediction with 1.9M reactions from USPTO patents (1976-2016). Predict the product of the given reaction. Given the reactants [OH:1][C:2]1[CH:11]=[C:10]2[C:5]([C:6]([O:12][C:13]3[CH:14]=[CH:15][C:16]([NH:19][C:20]([C:22]4[C:23](=[O:35])[N:24]([C:29]5[CH:34]=[CH:33][CH:32]=[CH:31][CH:30]=5)[N:25]([CH3:28])[C:26]=4[CH3:27])=[O:21])=[N:17][CH:18]=3)=[CH:7][CH:8]=[N:9]2)=[CH:4][CH:3]=1.CS(O[CH2:41][CH2:42][CH2:43][N:44]1[CH2:50][CH:49]([OH:51])[C:46]2([CH2:48][CH2:47]2)[CH2:45]1)(=O)=O.C([O-])([O-])=O.[Cs+].[Cs+], predict the reaction product. The product is: [OH:51][CH:49]1[C:46]2([CH2:48][CH2:47]2)[CH2:45][N:44]([CH2:43][CH2:42][CH2:41][O:1][C:2]2[CH:11]=[C:10]3[C:5]([C:6]([O:12][C:13]4[CH:14]=[CH:15][C:16]([NH:19][C:20]([C:22]5[C:23](=[O:35])[N:24]([C:29]6[CH:30]=[CH:31][CH:32]=[CH:33][CH:34]=6)[N:25]([CH3:28])[C:26]=5[CH3:27])=[O:21])=[N:17][CH:18]=4)=[CH:7][CH:8]=[N:9]3)=[CH:4][CH:3]=2)[CH2:50]1.